Dataset: Forward reaction prediction with 1.9M reactions from USPTO patents (1976-2016). Task: Predict the product of the given reaction. Given the reactants Br[C:2]1[CH:3]=[C:4]([C:16]([NH:18][CH2:19][C:20]2[C:21](=[O:28])[NH:22][C:23]([CH3:27])=[CH:24][C:25]=2[CH3:26])=[O:17])[C:5]2[CH:6]=[N:7][N:8]([CH:11]3[CH2:15][CH2:14][CH2:13][CH2:12]3)[C:9]=2[CH:10]=1.[I-].[Na+].C1CCN2C(=NCCC2)CC1.[CH3:42][C:43]([OH:47])([C:45]#[CH:46])[CH3:44], predict the reaction product. The product is: [CH:11]1([N:8]2[C:9]3[CH:10]=[C:2]([C:46]#[C:45][C:43]([OH:47])([CH3:44])[CH3:42])[CH:3]=[C:4]([C:16]([NH:18][CH2:19][C:20]4[C:21](=[O:28])[NH:22][C:23]([CH3:27])=[CH:24][C:25]=4[CH3:26])=[O:17])[C:5]=3[CH:6]=[N:7]2)[CH2:15][CH2:14][CH2:13][CH2:12]1.